Dataset: Forward reaction prediction with 1.9M reactions from USPTO patents (1976-2016). Task: Predict the product of the given reaction. (1) Given the reactants FC(F)(F)S(O[C:7]1[CH:12]=[CH:11][C:10]([C:13]2[CH:18]=[C:17]([O:19][CH3:20])[CH:16]=[CH:15][C:14]=2[F:21])=[C:9]([CH2:22][C:23]([CH3:26])([CH3:25])[CH3:24])[CH:8]=1)(=O)=O.[CH3:29][O:30][C:31]1[CH:36]=[CH:35][C:34]([CH2:37][SH:38])=[CH:33][CH:32]=1.C1(P(C2C=CC=CC=2)C2C3OC4C(=CC=CC=4P(C4C=CC=CC=4)C4C=CC=CC=4)C(C)(C)C=3C=CC=2)C=CC=CC=1.C(N(C(C)C)C(C)C)C, predict the reaction product. The product is: [F:21][C:14]1[CH:15]=[CH:16][C:17]([O:19][CH3:20])=[CH:18][C:13]=1[C:10]1[CH:11]=[CH:12][C:7]([S:38][CH2:37][C:34]2[CH:35]=[CH:36][C:31]([O:30][CH3:29])=[CH:32][CH:33]=2)=[CH:8][C:9]=1[CH2:22][C:23]([CH3:25])([CH3:26])[CH3:24]. (2) Given the reactants Cl.C(OCC)C.[N+:7]([C:10]1[CH:15]=[CH:14][C:13]([N:16]2[C:21](=[O:22])[C:20]3[C:23]([CH2:38][N:39]([CH2:41][CH2:42][O:43][CH3:44])[CH3:40])=[C:24]([C:26]4[CH:31]=[CH:30][C:29]([NH:32][C:33]([NH:35][CH2:36][CH3:37])=[O:34])=[CH:28][CH:27]=4)[S:25][C:19]=3[N:18]([CH2:45][C:46]3[C:51]([F:52])=[CH:50][CH:49]=[CH:48][C:47]=3[F:53])[C:17]2=[O:54])=[CH:12][CH:11]=1)([O-])=O.C(=O)(O)[O-].[Na+], predict the reaction product. The product is: [NH2:7][C:10]1[CH:11]=[CH:12][C:13]([N:16]2[C:21](=[O:22])[C:20]3[C:23]([CH2:38][N:39]([CH2:41][CH2:42][O:43][CH3:44])[CH3:40])=[C:24]([C:26]4[CH:31]=[CH:30][C:29]([NH:32][C:33]([NH:35][CH2:36][CH3:37])=[O:34])=[CH:28][CH:27]=4)[S:25][C:19]=3[N:18]([CH2:45][C:46]3[C:51]([F:52])=[CH:50][CH:49]=[CH:48][C:47]=3[F:53])[C:17]2=[O:54])=[CH:14][CH:15]=1. (3) Given the reactants [CH3:1][O:2][C:3]1[CH:4]=[C:5]([CH:11]2[CH2:16][CH2:15][N:14]([C:17]3[C:18]([CH3:37])=[C:19]([CH3:36])[C:20]4[O:24][C:23]([CH3:26])([CH3:25])[C:22]([C:28]5[CH:33]=[CH:32][CH:31]=[CH:30][CH:29]=5)(O)[C:21]=4[C:34]=3[CH3:35])[CH2:13][CH2:12]2)[CH:6]=[CH:7][C:8]=1[O:9][CH3:10], predict the reaction product. The product is: [CH3:1][O:2][C:3]1[CH:4]=[C:5]([CH:11]2[CH2:12][CH2:13][N:14]([C:17]3[C:18]([CH3:37])=[C:19]([CH3:36])[C:20]4[O:24][C:23]([CH3:26])([CH3:25])[CH:22]([C:28]5[CH:33]=[CH:32][CH:31]=[CH:30][CH:29]=5)[C:21]=4[C:34]=3[CH3:35])[CH2:15][CH2:16]2)[CH:6]=[CH:7][C:8]=1[O:9][CH3:10]. (4) Given the reactants [OH:1][P:2]([O-:5])([O-:4])=[O:3].[Na+:6].[Na+].[P:8]([O-:12])([O-:11])([O-:10])=[O:9].[Na+].[Na+].[Na+], predict the reaction product. The product is: [OH:3][P:2]([O-:5])([O-:4])=[O:1].[Na+:6].[Na+:6].[OH2:9].[OH2:1].[OH2:1].[OH2:1].[OH2:1].[OH2:1].[OH2:1].[OH2:1].[OH2:1].[OH2:1].[OH2:1].[OH2:1].[O-:10][P:8]([O-:12])([O-:11])=[O:9].[Na+:6].[Na+:6].[Na+:6].